This data is from CYP2D6 inhibition data for predicting drug metabolism from PubChem BioAssay. The task is: Regression/Classification. Given a drug SMILES string, predict its absorption, distribution, metabolism, or excretion properties. Task type varies by dataset: regression for continuous measurements (e.g., permeability, clearance, half-life) or binary classification for categorical outcomes (e.g., BBB penetration, CYP inhibition). Dataset: cyp2d6_veith. (1) The molecule is O=C1CCC=C1[C@@H](O)CCc1ccccc1. The result is 0 (non-inhibitor). (2) The drug is Oc1ccc(Cn2cc[nH]c2=S)cc1. The result is 0 (non-inhibitor).